Dataset: Reaction yield outcomes from USPTO patents with 853,638 reactions. Task: Predict the reaction yield, written as a fraction of the theoretical maximum amount of product (1.0 means a 100% yield; for example, 0.34 means a 34% yield). The reactants are [NH2:1][C:2]1[N:6]([C:7]([O:9][C:10]([CH3:13])([CH3:12])[CH3:11])=[O:8])[N:5]=[C:4]([O:14][CH:15]([CH3:17])[CH3:16])[CH:3]=1.[Li+].C[Si]([N-][Si](C)(C)C)(C)C.[F:28][C:29]1[N:36]=[C:35](F)[C:34]([F:38])=[CH:33][C:30]=1[C:31]#[N:32]. The catalyst is C1COCC1. The product is [C:31]([C:30]1[CH:33]=[C:34]([F:38])[C:35]([NH:1][C:2]2[N:6]([C:7]([O:9][C:10]([CH3:11])([CH3:12])[CH3:13])=[O:8])[N:5]=[C:4]([O:14][CH:15]([CH3:17])[CH3:16])[CH:3]=2)=[N:36][C:29]=1[F:28])#[N:32]. The yield is 0.950.